Predict the reactants needed to synthesize the given product. From a dataset of Full USPTO retrosynthesis dataset with 1.9M reactions from patents (1976-2016). (1) Given the product [C:1]([NH:4][C:5]1[CH:14]=[C:13]([B:16]2[O:20][C:19]([CH3:22])([CH3:21])[C:18]([CH3:24])([CH3:23])[O:17]2)[CH:12]=[CH:11][C:6]=1[C:7]([O:9][CH3:10])=[O:8])(=[O:3])[CH3:2], predict the reactants needed to synthesize it. The reactants are: [C:1]([NH:4][C:5]1[CH:14]=[C:13](Br)[CH:12]=[CH:11][C:6]=1[C:7]([O:9][CH3:10])=[O:8])(=[O:3])[CH3:2].[B:16]1([B:16]2[O:20][C:19]([CH3:22])([CH3:21])[C:18]([CH3:24])([CH3:23])[O:17]2)[O:20][C:19]([CH3:22])([CH3:21])[C:18]([CH3:24])([CH3:23])[O:17]1.CC([O-])=O.[K+].P(C1CCCCC1)(C1CCCCC1)C1CCCCC1. (2) Given the product [CH:1]([O:14][C:15]([C:17]1([O:20]/[N:21]=[C:22](/[C:51]2[N:52]=[C:53]([NH:56][C:57]([O:59][C:60]([CH3:63])([CH3:62])[CH3:61])=[O:58])[S:54][CH:55]=2)\[C:23]([NH:25][C@@H:26]2[C:29](=[O:30])[NH:28][C@@H:27]2[CH2:31][N:32]2[N:36]=[C:35]([CH2:37][N:38]([CH2:39][CH:40]3[CH2:41][N:42]([C:44]([O:46][C:47]([CH3:50])([CH3:49])[CH3:48])=[O:45])[CH2:43]3)[C:74]([O:73][C:70]([CH3:72])([CH3:71])[CH3:69])=[O:75])[CH:34]=[N:33]2)=[O:24])[CH2:19][CH2:18]1)=[O:16])([C:2]1[CH:3]=[CH:4][CH:5]=[CH:6][CH:7]=1)[C:8]1[CH:13]=[CH:12][CH:11]=[CH:10][CH:9]=1, predict the reactants needed to synthesize it. The reactants are: [CH:1]([O:14][C:15]([C:17]1([O:20]/[N:21]=[C:22](/[C:51]2[N:52]=[C:53]([NH:56][C:57]([O:59][C:60]([CH3:63])([CH3:62])[CH3:61])=[O:58])[S:54][CH:55]=2)\[C:23]([NH:25][C@@H:26]2[C:29](=[O:30])[NH:28][C@@H:27]2[CH2:31][N:32]2[N:36]=[C:35]([CH2:37][NH:38][CH2:39][CH:40]3[CH2:43][N:42]([C:44]([O:46][C:47]([CH3:50])([CH3:49])[CH3:48])=[O:45])[CH2:41]3)[CH:34]=[N:33]2)=[O:24])[CH2:19][CH2:18]1)=[O:16])([C:8]1[CH:13]=[CH:12][CH:11]=[CH:10][CH:9]=1)[C:2]1[CH:7]=[CH:6][CH:5]=[CH:4][CH:3]=1.C([O-])(O)=O.[Na+].[CH3:69][C:70]([O:73][C:74](O[C:74]([O:73][C:70]([CH3:72])([CH3:71])[CH3:69])=[O:75])=[O:75])([CH3:72])[CH3:71]. (3) Given the product [OH:1][C:2]1[C:3]([C:24]([NH:30][CH2:31][C:32]([O:34][CH2:35][CH3:36])=[O:33])=[O:26])=[C:4]2[C:9](=[CH:10][C:11]=1[C:12]1[CH:13]=[CH:14][CH:15]=[CH:16][CH:17]=1)[N:8]=[C:7]([C:18]1[CH:19]=[CH:20][CH:21]=[CH:22][CH:23]=1)[CH:6]=[N:5]2, predict the reactants needed to synthesize it. The reactants are: [OH:1][C:2]1[C:11]([C:12]2[CH:17]=[CH:16][CH:15]=[CH:14][CH:13]=2)=[CH:10][C:9]2[N:8]=[C:7]([C:18]3[CH:23]=[CH:22][CH:21]=[CH:20][CH:19]=3)[CH:6]=[N:5][C:4]=2[C:3]=1[C:24]([OH:26])=O.Cl.C([NH:30][CH2:31][C:32]([OH:34])=[O:33])C.[CH2:35](N(CC)CC)[CH3:36].C1CN([P+](ON2N=NC3C=CC=CC2=3)(N2CCCC2)N2CCCC2)CC1.F[P-](F)(F)(F)(F)F.